Dataset: Full USPTO retrosynthesis dataset with 1.9M reactions from patents (1976-2016). Task: Predict the reactants needed to synthesize the given product. (1) Given the product [CH2:1]([O:3][C:4](=[O:16])[CH2:5][N:6]1[C:14]2[C:9](=[CH:10][CH:11]=[C:12]([O:15][CH2:24][C:23]3[C:18]([CH3:17])=[N:19][C:20]([C:30]4[CH:31]=[CH:32][C:33]([O:36][C:37]([F:39])([F:38])[F:40])=[CH:34][CH:35]=4)=[CH:21][C:22]=3[C:26]([F:27])([F:29])[F:28])[CH:13]=2)[CH:8]=[CH:7]1)[CH3:2], predict the reactants needed to synthesize it. The reactants are: [CH2:1]([O:3][C:4](=[O:16])[CH2:5][N:6]1[C:14]2[C:9](=[CH:10][CH:11]=[C:12]([OH:15])[CH:13]=2)[CH:8]=[CH:7]1)[CH3:2].[CH3:17][C:18]1[C:23]([CH2:24]O)=[C:22]([C:26]([F:29])([F:28])[F:27])[CH:21]=[C:20]([C:30]2[CH:35]=[CH:34][C:33]([O:36][C:37]([F:40])([F:39])[F:38])=[CH:32][CH:31]=2)[N:19]=1.C(P(CCCC)CCCC)CCC.CN(C)C(N=NC(N(C)C)=O)=O. (2) Given the product [Br:1][C:2]1[CH:3]=[CH:4][C:5]([CH:8]2[O:12][CH2:11][CH2:10][O:9]2)=[CH:6][N:7]=1, predict the reactants needed to synthesize it. The reactants are: [Br:1][C:2]1[N:7]=[CH:6][C:5]([CH:8]=[O:9])=[CH:4][CH:3]=1.[CH2:10](O)[CH2:11][OH:12].O.C1(C)C=CC(S(O)(=O)=O)=CC=1.C(=O)([O-])O.[Na+]. (3) Given the product [OH:30][CH2:29][CH2:28][NH:27][C:2]1[N:3]=[CH:4][C:5]([NH:8][C:9](=[O:26])[CH:10]([NH:14][C:15](=[O:25])[CH2:16][C:17]2[CH:22]=[C:21]([F:23])[CH:20]=[C:19]([F:24])[CH:18]=2)[CH2:11][CH2:12][CH3:13])=[N:6][CH:7]=1, predict the reactants needed to synthesize it. The reactants are: Br[C:2]1[N:3]=[CH:4][C:5]([NH:8][C:9](=[O:26])[CH:10]([NH:14][C:15](=[O:25])[CH2:16][C:17]2[CH:22]=[C:21]([F:23])[CH:20]=[C:19]([F:24])[CH:18]=2)[CH2:11][CH2:12][CH3:13])=[N:6][CH:7]=1.[NH2:27][CH2:28][CH2:29][OH:30]. (4) The reactants are: C(=O)([O-])[O-].[Cs+].[Cs+].[NH2:7][C:8]1[CH:9]=[C:10]([OH:14])[CH:11]=[CH:12][CH:13]=1.Cl[C:16]1[C:25]2[C:20](=[CH:21][C:22]([O:28][CH2:29][CH3:30])=[C:23]([O:26][CH3:27])[CH:24]=2)[N:19]=[CH:18][N:17]=1. Given the product [CH2:29]([O:28][C:22]1[CH:21]=[C:20]2[C:25]([C:16]([O:14][C:10]3[CH:9]=[C:8]([CH:13]=[CH:12][CH:11]=3)[NH2:7])=[N:17][CH:18]=[N:19]2)=[CH:24][C:23]=1[O:26][CH3:27])[CH3:30], predict the reactants needed to synthesize it. (5) Given the product [NH2:1][C:4]1[CH:5]=[CH:6][C:7]2[N:12]([CH2:13][CH2:14][N:15]3[CH2:16][CH2:17][CH2:18][CH2:19]3)[C:11](=[O:20])[CH2:10][O:9][C:8]=2[CH:21]=1, predict the reactants needed to synthesize it. The reactants are: [N+:1]([C:4]1[CH:5]=[CH:6][C:7]2[N:12]([CH2:13][CH2:14][N:15]3[CH2:19][CH2:18][CH2:17][CH2:16]3)[C:11](=[O:20])[CH2:10][O:9][C:8]=2[CH:21]=1)([O-])=O. (6) Given the product [Cl:1][C:2]1[C:6]([Cl:7])=[C:5]([CH3:8])[NH:4][C:3]=1[C:9]([NH:11][C@H:12]1[CH2:17][CH2:16][N:15]([C:18]2[S:19][C:20]([C:25]([O:27][CH2:28][CH3:29])=[O:26])=[C:21](/[CH:23]=[N:38]/[OH:39])[N:22]=2)[CH2:14][C@H:13]1[O:30][CH3:31])=[O:10], predict the reactants needed to synthesize it. The reactants are: [Cl:1][C:2]1[C:6]([Cl:7])=[C:5]([CH3:8])[NH:4][C:3]=1[C:9]([NH:11][C@H:12]1[CH2:17][CH2:16][N:15]([C:18]2[S:19][C:20]([C:25]([O:27][CH2:28][CH3:29])=[O:26])=[C:21]([CH:23]=O)[N:22]=2)[CH2:14][C@H:13]1[O:30][CH3:31])=[O:10].C([O-])(=O)C.[Na+].Cl.[NH2:38][OH:39].